This data is from Catalyst prediction with 721,799 reactions and 888 catalyst types from USPTO. The task is: Predict which catalyst facilitates the given reaction. Reactant: [Cl:1][C:2]1[CH:36]=[CH:35][C:5]([CH2:6][NH:7][C:8]([C:10]2[C:11](=[O:34])[C:12]3[CH:26]=[C:25]([CH2:27]N4CCOCC4)[S:24][C:13]=3[N:14]([CH2:16][CH2:17][N:18]3[CH2:23][CH2:22][O:21][CH2:20][CH2:19]3)[CH:15]=2)=[O:9])=[CH:4][CH:3]=1.C(OC([Cl:42])=O)C. Product: [Cl:1][C:2]1[CH:36]=[CH:35][C:5]([CH2:6][NH:7][C:8]([C:10]2[C:11](=[O:34])[C:12]3[CH:26]=[C:25]([CH2:27][Cl:42])[S:24][C:13]=3[N:14]([CH2:16][CH2:17][N:18]3[CH2:19][CH2:20][O:21][CH2:22][CH2:23]3)[CH:15]=2)=[O:9])=[CH:4][CH:3]=1. The catalyst class is: 22.